This data is from Rat liver microsome stability data. The task is: Regression/Classification. Given a drug SMILES string, predict its absorption, distribution, metabolism, or excretion properties. Task type varies by dataset: regression for continuous measurements (e.g., permeability, clearance, half-life) or binary classification for categorical outcomes (e.g., BBB penetration, CYP inhibition). Dataset: rlm. (1) The compound is Cc1ccc(/C=C/c2nc3ccccc3n2S(=O)(=O)c2cccc(Cl)c2)cc1. The result is 1 (stable in rat liver microsomes). (2) The compound is Cc1c(Nc2c(C#N)cncc2C=CCCN2CCC[C@@H](N)C2)ccc2[nH]ccc12. The result is 0 (unstable in rat liver microsomes). (3) The result is 1 (stable in rat liver microsomes). The molecule is Cc1ccc(-c2nnc(N3CCC(C(N)=O)CC3)s2)cc1. (4) The compound is Nc1nc(Nc2ccc(S(N)(=O)=O)cc2)nn1C(=O)c1c(F)cccc1F. The result is 0 (unstable in rat liver microsomes). (5) The drug is Cn1c(-c2ccccn2)c(C2CCCCC2)c2ccc(C(=O)N[C@@]3(C(=O)Nc4ccc(C=CC(=O)O)cc4)CCCNC3)cc21. The result is 1 (stable in rat liver microsomes).